From a dataset of Catalyst prediction with 721,799 reactions and 888 catalyst types from USPTO. Predict which catalyst facilitates the given reaction. Reactant: [Cl:1][C:2]1[CH:3]=[C:4]([CH:18]=[C:19]([CH:21]([NH:26]S(C(C)(C)C)=O)[C:22]([F:25])([F:24])[F:23])[CH:20]=1)[CH2:5][O:6][C:7]1[CH:12]=[CH:11][CH:10]=[CH:9][C:8]=1[CH2:13][C:14]([O:16][CH3:17])=[O:15].Cl.O1CCOCC1. Product: [NH2:26][CH:21]([C:19]1[CH:18]=[C:4]([CH:3]=[C:2]([Cl:1])[CH:20]=1)[CH2:5][O:6][C:7]1[CH:12]=[CH:11][CH:10]=[CH:9][C:8]=1[CH2:13][C:14]([O:16][CH3:17])=[O:15])[C:22]([F:24])([F:23])[F:25]. The catalyst class is: 5.